From a dataset of Peptide-MHC class II binding affinity with 134,281 pairs from IEDB. Regression. Given a peptide amino acid sequence and an MHC pseudo amino acid sequence, predict their binding affinity value. This is MHC class II binding data. (1) The peptide sequence is FRKVSFEELFRASIS. The MHC is DRB1_0101 with pseudo-sequence DRB1_0101. The binding affinity (normalized) is 0.393. (2) The peptide sequence is WQTLSAALDAQAVEL. The MHC is HLA-DPA10201-DPB10101 with pseudo-sequence HLA-DPA10201-DPB10101. The binding affinity (normalized) is 0.282. (3) The peptide sequence is ASVIPPARLFKAFVL. The MHC is DRB1_1101 with pseudo-sequence DRB1_1101. The binding affinity (normalized) is 0.449.